Dataset: Peptide-MHC class II binding affinity with 134,281 pairs from IEDB. Task: Regression. Given a peptide amino acid sequence and an MHC pseudo amino acid sequence, predict their binding affinity value. This is MHC class II binding data. The peptide sequence is SQDLELVWNLNGLQAY. The MHC is HLA-DQA10101-DQB10501 with pseudo-sequence HLA-DQA10101-DQB10501. The binding affinity (normalized) is 0.433.